This data is from NCI-60 drug combinations with 297,098 pairs across 59 cell lines. The task is: Regression. Given two drug SMILES strings and cell line genomic features, predict the synergy score measuring deviation from expected non-interaction effect. (1) Drug 1: CC(C)(C1=NC(=CC=C1)N2C3=NC(=NC=C3C(=O)N2CC=C)NC4=CC=C(C=C4)N5CCN(CC5)C)O. Drug 2: C1=CC(=C(C=C1I)F)NC2=C(C=CC(=C2F)F)C(=O)NOCC(CO)O. Cell line: NCI-H460. Synergy scores: CSS=19.5, Synergy_ZIP=-2.28, Synergy_Bliss=3.34, Synergy_Loewe=5.71, Synergy_HSA=6.75. (2) Drug 1: CN(C)N=NC1=C(NC=N1)C(=O)N. Drug 2: C1=NC(=NC(=O)N1C2C(C(C(O2)CO)O)O)N. Cell line: OVCAR-4. Synergy scores: CSS=7.30, Synergy_ZIP=-2.18, Synergy_Bliss=-0.494, Synergy_Loewe=-10.9, Synergy_HSA=-1.51.